The task is: Predict the product of the given reaction.. This data is from Forward reaction prediction with 1.9M reactions from USPTO patents (1976-2016). The product is: [F:35][C:36]1[CH:41]=[CH:40][CH:39]=[C:38]([F:42])[C:37]=1[NH:43][C:44](=[O:70])[NH:45][C:46]1[CH:51]=[CH:50][C:49]([C:52]2[CH:60]=[C:59]3[C:55]([CH2:56][N:57]([C@@H:62]([CH:67]([CH3:68])[CH3:69])[C:63]([OH:65])=[O:64])[C:58]3=[O:61])=[CH:54][CH:53]=2)=[CH:48][CH:47]=1. Given the reactants FC1C=CC(NC(=O)NC2C=CC(C3C=C4C(CN([C@@H](C(C)C)C(O)=O)C4=O)=CC=3)=CC=2)=CC=1.[F:35][C:36]1[CH:41]=[CH:40][CH:39]=[C:38]([F:42])[C:37]=1[NH:43][C:44](=[O:70])[NH:45][C:46]1[CH:51]=[CH:50][C:49]([C:52]2[CH:60]=[C:59]3[C:55]([CH2:56][N:57]([C@@H:62]([CH:67]([CH3:69])[CH3:68])[C:63]([O:65]C)=[O:64])[C:58]3=[O:61])=[CH:54][CH:53]=2)=[CH:48][CH:47]=1, predict the reaction product.